This data is from Full USPTO retrosynthesis dataset with 1.9M reactions from patents (1976-2016). The task is: Predict the reactants needed to synthesize the given product. (1) The reactants are: [CH3:1][C:2]1[C:3]([N+:10]([O-:12])=[O:11])=[C:4]([CH:7]=[CH:8][CH:9]=1)[CH2:5]Br.CCO.[C-:16]#[N:17].[K+]. Given the product [CH3:1][C:2]1[C:3]([N+:10]([O-:12])=[O:11])=[C:4]([CH:7]=[CH:8][CH:9]=1)[CH2:5][C:16]#[N:17], predict the reactants needed to synthesize it. (2) Given the product [CH2:13]([C:8]1[N:7]=[C:6]([C:4]([OH:5])=[O:3])[CH:11]=[C:10]([CH3:12])[CH:9]=1)[CH:14]([CH3:16])[CH3:15], predict the reactants needed to synthesize it. The reactants are: C([O:3][C:4]([C:6]1[CH:11]=[C:10]([CH3:12])[CH:9]=[C:8]([CH2:13][CH:14]([CH3:16])[CH3:15])[N:7]=1)=[O:5])C. (3) Given the product [N:5]1[CH:6]=[CH:7][C:2]([C:1]2[O:8][CH:11]=[N:10][N:9]=2)=[CH:3][CH:4]=1, predict the reactants needed to synthesize it. The reactants are: [C:1]([NH:9][NH2:10])(=[O:8])[C:2]1[CH:7]=[CH:6][N:5]=[CH:4][CH:3]=1.[C:11]1(C)C=CC(S(O)(=O)=O)=CC=1. (4) Given the product [NH2:30][C:31]1[N:35]=[C:34]([S:36][CH2:24][CH:23]([OH:26])[CH2:22][N:21]([CH2:20][C:18]2[O:17][C:13]3[N:14]([CH3:16])[CH:15]=[C:10]([C:8]([NH:7][CH2:6][C:5]4[CH:28]=[CH:29][C:2]([Cl:1])=[CH:3][CH:4]=4)=[O:9])[C:11](=[O:27])[C:12]=3[CH:19]=2)[CH3:37])[NH:33][N:32]=1, predict the reactants needed to synthesize it. The reactants are: [Cl:1][C:2]1[CH:29]=[CH:28][C:5]([CH2:6][NH:7][C:8]([C:10]2[C:11](=[O:27])[C:12]3[CH:19]=[C:18]([CH2:20][NH:21][CH2:22][CH:23]([OH:26])[CH2:24]Cl)[O:17][C:13]=3[N:14]([CH3:16])[CH:15]=2)=[O:9])=[CH:4][CH:3]=1.[NH2:30][C:31]1[N:35]=[C:34]([SH:36])[NH:33][N:32]=1.[CH:37](N(C(C)C)CC)(C)C.[Na+].[Cl-].